This data is from Peptide-MHC class I binding affinity with 185,985 pairs from IEDB/IMGT. The task is: Regression. Given a peptide amino acid sequence and an MHC pseudo amino acid sequence, predict their binding affinity value. This is MHC class I binding data. (1) The peptide sequence is MPTYIRNTL. The MHC is HLA-B40:01 with pseudo-sequence HLA-B40:01. The binding affinity (normalized) is 0. (2) The peptide sequence is KIRLRPGGK. The MHC is HLA-A03:01 with pseudo-sequence HLA-A03:01. The binding affinity (normalized) is 0.664. (3) The peptide sequence is IQTHCEVGY. The MHC is HLA-A30:01 with pseudo-sequence HLA-A30:01. The binding affinity (normalized) is 0.0847. (4) The peptide sequence is KLWASQIY. The MHC is HLA-B15:03 with pseudo-sequence HLA-B15:03. The binding affinity (normalized) is 0.675.